Dataset: Full USPTO retrosynthesis dataset with 1.9M reactions from patents (1976-2016). Task: Predict the reactants needed to synthesize the given product. (1) The reactants are: C(OC([N:11]1[CH2:16][CH2:15][N:14]([CH2:17][CH:18]([OH:30])[C:19]2[CH:20]=[CH:21][C:22]3[O:27][CH2:26][C:25](=[O:28])[NH:24][C:23]=3[CH:29]=2)[CH2:13][CH2:12]1)=O)C1C=CC=CC=1. Given the product [OH:30][CH:18]([C:19]1[CH:20]=[CH:21][C:22]2[O:27][CH2:26][C:25](=[O:28])[NH:24][C:23]=2[CH:29]=1)[CH2:17][N:14]1[CH2:13][CH2:12][NH:11][CH2:16][CH2:15]1, predict the reactants needed to synthesize it. (2) Given the product [CH3:25][N:28]([CH:30]=[N:22][C:20]([C:12]1[S:13][C:14]([CH2:18][CH3:19])=[C:15]([C:16]#[N:17])[C:11]=1[C:8]1[CH:9]=[CH:10][C:5]([C:1]([CH3:2])([CH3:3])[CH3:4])=[CH:6][CH:7]=1)=[O:21])[CH3:29], predict the reactants needed to synthesize it. The reactants are: [C:1]([C:5]1[CH:10]=[CH:9][C:8]([C:11]2[C:15]([C:16]#[N:17])=[C:14]([CH2:18][CH3:19])[S:13][C:12]=2[C:20]([NH2:22])=[O:21])=[CH:7][CH:6]=1)([CH3:4])([CH3:3])[CH3:2].CO[CH:25]([N:28]([CH3:30])[CH3:29])OC. (3) Given the product [Br:1][C:2]1[N:3]=[C:4]([CH:18]2[CH2:20][CH2:19]2)[NH:5][C:6]=1[C:7]1[CH:12]=[CH:11][N:10]=[C:9]([NH:13][CH2:14][C@@H:15]([NH:17][C:33](=[O:34])[O:35][CH3:36])[CH3:16])[N:8]=1, predict the reactants needed to synthesize it. The reactants are: [Br:1][C:2]1[N:3]=[C:4]([CH:18]2[CH2:20][CH2:19]2)[NH:5][C:6]=1[C:7]1[CH:12]=[CH:11][N:10]=[C:9]([NH:13][CH2:14][C@@H:15]([NH2:17])[CH3:16])[N:8]=1.C1COCC1.O.C([O-])(O)=O.[Na+].Cl[C:33]([O:35][CH3:36])=[O:34].